This data is from Forward reaction prediction with 1.9M reactions from USPTO patents (1976-2016). The task is: Predict the product of the given reaction. (1) Given the reactants [Cl:1][C:2]1[C:3]([NH:9][S:10]([C:13]2[CH:22]=[CH:21][C:16]([C:17]([O:19][CH3:20])=[O:18])=[CH:15][CH:14]=2)(=[O:12])=[O:11])=[N:4][CH:5]=[C:6]([Cl:8])[CH:7]=1.Br[CH2:24][C:25]1[CH:30]=[CH:29][C:28]([F:31])=[C:27]([Cl:32])[CH:26]=1, predict the reaction product. The product is: [Cl:32][C:27]1[CH:26]=[C:25]([CH:30]=[CH:29][C:28]=1[F:31])[CH2:24][N:9]([C:3]1[C:2]([Cl:1])=[CH:7][C:6]([Cl:8])=[CH:5][N:4]=1)[S:10]([C:13]1[CH:14]=[CH:15][C:16]([C:17]([O:19][CH3:20])=[O:18])=[CH:21][CH:22]=1)(=[O:12])=[O:11]. (2) Given the reactants [NH2:1][C@H:2]1[CH2:7][CH2:6][N:5]([C:8]([O:10][C:11]([CH3:14])([CH3:13])[CH3:12])=[O:9])[CH2:4][C@H:3]1[O:15][CH2:16][CH3:17].C(=O)(O)[O-].[Na+].Cl[C:24]([O:26][CH2:27][C:28]1[CH:33]=[CH:32][CH:31]=[CH:30][CH:29]=1)=[O:25].C1COCC1, predict the reaction product. The product is: [CH2:27]([O:26][C:24]([NH:1][C@H:2]1[CH2:7][CH2:6][N:5]([C:8]([O:10][C:11]([CH3:12])([CH3:13])[CH3:14])=[O:9])[CH2:4][C@H:3]1[O:15][CH2:16][CH3:17])=[O:25])[C:28]1[CH:33]=[CH:32][CH:31]=[CH:30][CH:29]=1. (3) Given the reactants [CH3:1][O:2][C:3](=[O:20])[C:4]1[CH:9]=[CH:8][CH:7]=[C:6](/[CH:10]=[CH:11]/[C:12]2[N:17]=[C:16](O)[CH:15]=[C:14]([CH3:19])[N:13]=2)[CH:5]=1.O=P(Cl)(Cl)[Cl:23], predict the reaction product. The product is: [CH3:1][O:2][C:3](=[O:20])[C:4]1[CH:9]=[CH:8][CH:7]=[C:6](/[CH:10]=[CH:11]/[C:12]2[N:17]=[C:16]([Cl:23])[CH:15]=[C:14]([CH3:19])[N:13]=2)[CH:5]=1.